From a dataset of hERG potassium channel inhibition data for cardiac toxicity prediction from Karim et al.. Regression/Classification. Given a drug SMILES string, predict its toxicity properties. Task type varies by dataset: regression for continuous values (e.g., LD50, hERG inhibition percentage) or binary classification for toxic/non-toxic outcomes (e.g., AMES mutagenicity, cardiotoxicity, hepatotoxicity). Dataset: herg_karim. (1) The drug is COc1ccc(Oc2ccnc3cc(-c4cnn(C5CCNCC5)c4)ccc23)cc1. The result is 1 (blocker). (2) The compound is O=C1CCc2cc([C@@H](O)CN3CCC(O)(c4cccc(F)c4)CC3)ccc2N1. The result is 1 (blocker).